From a dataset of Catalyst prediction with 721,799 reactions and 888 catalyst types from USPTO. Predict which catalyst facilitates the given reaction. (1) Reactant: [CH3:1][O:2][C:3]1[CH:4]=[C:5]([CH:11]2[C:15]([C:17]3[CH:22]=[CH:21][CH:20]=[CH:19][C:18]=3[F:23])(O)[O:14][C:13](=[O:24])[CH:12]2[C:25]2[C:30]([F:31])=[CH:29][C:28]([F:32])=[CH:27][C:26]=2[F:33])[CH:6]=[C:7]([O:9][CH3:10])[CH:8]=1.[NH2:34]O.[OH-].[Na+].Cl. Product: [CH3:1][O:2][C:3]1[CH:4]=[C:5]([C:11]2[C:15]([C:17]3[CH:22]=[CH:21][CH:20]=[CH:19][C:18]=3[F:23])=[N:34][O:14][C:13](=[O:24])[C:12]=2[C:25]2[C:30]([F:31])=[CH:29][C:28]([F:32])=[CH:27][C:26]=2[F:33])[CH:6]=[C:7]([O:9][CH3:10])[CH:8]=1. The catalyst class is: 8. (2) Reactant: [OH-].[Na+].C([O:5][C:6](=[O:34])[CH:7]([O:29][C:30]([CH3:33])([CH3:32])[CH3:31])[C:8]1[C:9]([CH3:28])=[N:10][C:11]2[S:12][C:13]3[CH2:14][O:15][CH2:16][CH2:17][C:18]=3[C:19]=2[C:20]=1[C:21]1[CH:26]=[CH:25][C:24]([CH3:27])=[CH:23][CH:22]=1)C. Product: [C:30]([O:29][CH:7]([C:8]1[C:9]([CH3:28])=[N:10][C:11]2[S:12][C:13]3[CH2:14][O:15][CH2:16][CH2:17][C:18]=3[C:19]=2[C:20]=1[C:21]1[CH:26]=[CH:25][C:24]([CH3:27])=[CH:23][CH:22]=1)[C:6]([OH:34])=[O:5])([CH3:33])([CH3:32])[CH3:31]. The catalyst class is: 199. (3) Reactant: [C:1]1([C@H:7]2[C@H:11]([NH:12][C:13]([NH:15][C:16]3[N:20]([C:21]4[CH:26]=[CH:25][CH:24]=[CH:23][CH:22]=4)[N:19]=[C:18]4[CH2:27][CH2:28][CH2:29][C:17]=34)=[O:14])[CH2:10][N:9](C(OC(C)(C)C)=O)[CH2:8]2)[CH:6]=[CH:5][CH:4]=[CH:3][CH:2]=1.[ClH:37]. Product: [ClH:37].[C:21]1([N:20]2[C:16]([NH:15][C:13]([NH:12][C@H:11]3[C@H:7]([C:1]4[CH:2]=[CH:3][CH:4]=[CH:5][CH:6]=4)[CH2:8][NH:9][CH2:10]3)=[O:14])=[C:17]3[CH2:29][CH2:28][CH2:27][C:18]3=[N:19]2)[CH:26]=[CH:25][CH:24]=[CH:23][CH:22]=1. The catalyst class is: 12. (4) Reactant: [F:1][C:2]1[CH:3]=[C:4]([CH:6]=[C:7]([F:9])[CH:8]=1)N.N([O-])=O.[Na+].[SH:14][C:15](=[S:19])[O:16][CH2:17][CH3:18].[K]. Product: [CH2:17]([O:16][C:15]([S:19][C:4]1[CH:3]=[C:2]([F:1])[CH:8]=[C:7]([F:9])[CH:6]=1)=[S:14])[CH3:18]. The catalyst class is: 126. (5) Reactant: O[CH:2]([C:21]1[S:22][CH:23]=[CH:24][C:25]=1[NH:26][C:27](=[O:32])C(C)(C)C)[CH:3]([CH:8]1[CH2:13][CH2:12][N:11](C(OC(C)(C)C)=O)[CH2:10][CH2:9]1)C(OC)=O.O.Cl. Product: [NH:11]1[CH2:10][CH2:9][CH:8]([C:3]2[C:27](=[O:32])[NH:26][C:25]3[CH:24]=[CH:23][S:22][C:21]=3[CH:2]=2)[CH2:13][CH2:12]1. The catalyst class is: 5. (6) Reactant: [Cl:1][C:2]1[CH:3]=[C:4]([CH2:9][S:10]([C:13]2[CH:14]=[C:15]3[C:19](=[CH:20][CH:21]=2)[NH:18][C:17](=[O:22])/[C:16]/3=[CH:23]\[C:24]2[NH:28][C:27]([CH3:29])=[C:26]([C:30]([OH:32])=O)[C:25]=2[CH3:33])(=[O:12])=[O:11])[CH:5]=[C:6]([Cl:8])[CH:7]=1.[N:34]1([CH:39]2[CH2:44][CH2:43][NH:42][CH2:41][CH2:40]2)[CH2:38][CH2:37][CH2:36][CH2:35]1.C1C=CC2N(O)N=NC=2C=1.CCN=C=NCCCN(C)C.Cl. Product: [Cl:8][C:6]1[CH:5]=[C:4]([CH2:9][S:10]([C:13]2[CH:14]=[C:15]3[C:19](=[CH:20][CH:21]=2)[NH:18][C:17](=[O:22])/[C:16]/3=[CH:23]\[C:24]2[NH:28][C:27]([CH3:29])=[C:26]([C:30]([N:42]3[CH2:43][CH2:44][CH:39]([N:34]4[CH2:38][CH2:37][CH2:36][CH2:35]4)[CH2:40][CH2:41]3)=[O:32])[C:25]=2[CH3:33])(=[O:11])=[O:12])[CH:3]=[C:2]([Cl:1])[CH:7]=1. The catalyst class is: 3. (7) Reactant: [NH2:1][C:2]1[CH:42]=[CH:41][C:5]([C:6]([NH:8][C@H:9]2[CH2:14][CH2:13][CH2:12][C@@H:11]([NH:15][C:16]3[N:21]=[C:20]([C:22]4[C:30]5[C:25](=[CH:26][CH:27]=[CH:28][CH:29]=5)[N:24](S(C5C=CC=CC=5)(=O)=O)[CH:23]=4)[C:19]([Cl:40])=[CH:18][N:17]=3)[CH2:10]2)=[O:7])=[CH:4][CH:3]=1.Cl.[OH-].[Na+]. Product: [NH2:1][C:2]1[CH:42]=[CH:41][C:5]([C:6]([NH:8][C@H:9]2[CH2:14][CH2:13][CH2:12][C@@H:11]([NH:15][C:16]3[N:21]=[C:20]([C:22]4[C:30]5[C:25](=[CH:26][CH:27]=[CH:28][CH:29]=5)[NH:24][CH:23]=4)[C:19]([Cl:40])=[CH:18][N:17]=3)[CH2:10]2)=[O:7])=[CH:4][CH:3]=1. The catalyst class is: 12.